From a dataset of Peptide-MHC class II binding affinity with 134,281 pairs from IEDB. Regression. Given a peptide amino acid sequence and an MHC pseudo amino acid sequence, predict their binding affinity value. This is MHC class II binding data. (1) The peptide sequence is QDHQEEICEVVLAKS. The MHC is HLA-DPA10201-DPB11401 with pseudo-sequence HLA-DPA10201-DPB11401. The binding affinity (normalized) is 0.203. (2) The peptide sequence is RGWGNGCGLFGKGSI. The MHC is DRB1_0404 with pseudo-sequence DRB1_0404. The binding affinity (normalized) is 0.0296. (3) The peptide sequence is SHLIKIPLLIGYGNK. The MHC is HLA-DPA10301-DPB10402 with pseudo-sequence HLA-DPA10301-DPB10402. The binding affinity (normalized) is 0.810. (4) The peptide sequence is NYLALLVKYVNGDGD. The MHC is HLA-DQA10401-DQB10402 with pseudo-sequence HLA-DQA10401-DQB10402. The binding affinity (normalized) is 0.112. (5) The binding affinity (normalized) is 0.623. The MHC is DRB1_1602 with pseudo-sequence DRB1_1602. The peptide sequence is YDPFLANVSTVLTGK. (6) The peptide sequence is GELQIVDKIDAPFKI. The MHC is DRB1_0802 with pseudo-sequence DRB1_0802. The binding affinity (normalized) is 0.588.